This data is from Full USPTO retrosynthesis dataset with 1.9M reactions from patents (1976-2016). The task is: Predict the reactants needed to synthesize the given product. (1) Given the product [CH2:17]([C:4]1([CH2:1][CH:2]=[CH2:3])[C:12]2[C:7](=[CH:8][CH:9]=[C:10]([N+:13]([O-:15])=[O:14])[CH:11]=2)[N:6]([CH3:22])[C:5]1=[O:16])[CH:18]=[CH2:19], predict the reactants needed to synthesize it. The reactants are: [CH2:1]([C:4]1([CH2:17][CH:18]=[CH2:19])[C:12]2[C:7](=[CH:8][CH:9]=[C:10]([N+:13]([O-:15])=[O:14])[CH:11]=2)[NH:6][C:5]1=[O:16])[CH:2]=[CH2:3].CI.[C:22](=O)([O-])[O-].[K+].[K+].O. (2) Given the product [CH2:13]([O:12][CH2:11][CH:9]([CH:7]1[CH:5]([OH:6])[CH:3]([OH:4])[CH2:2][O:8]1)[OH:10])[CH2:14][CH2:15][CH2:16][CH2:17][CH2:18][CH3:19], predict the reactants needed to synthesize it. The reactants are: O[CH2:2][C@@H:3]([C@H:5]([C@@H:7]([C@@H:9]([CH2:11][OH:12])[OH:10])[OH:8])[OH:6])[OH:4].[CH:13](=O)[CH2:14][CH2:15][CH2:16][CH2:17][CH2:18][CH3:19].[H][H].